Dataset: Catalyst prediction with 721,799 reactions and 888 catalyst types from USPTO. Task: Predict which catalyst facilitates the given reaction. (1) Reactant: [NH:1]1[CH2:9][CH2:8][CH:4]([C:5]([OH:7])=[O:6])[CH2:3][CH2:2]1.[C:10](OC(=O)C)(=[O:12])[CH3:11]. The catalyst class is: 13. Product: [C:10]([N:1]1[CH2:9][CH2:8][CH:4]([C:5]([OH:7])=[O:6])[CH2:3][CH2:2]1)(=[O:12])[CH3:11]. (2) Reactant: [F:1][C:2]1([F:20])[C:10]2[C:5](=[CH:6][CH:7]=[CH:8][CH:9]=2)[N:4]([CH2:11][C:12]([O:14]C(C)(C)C)=[O:13])[C:3]1=[O:19].C(Cl)Cl. Product: [F:20][C:2]1([F:1])[C:10]2[C:5](=[CH:6][CH:7]=[CH:8][CH:9]=2)[N:4]([CH2:11][C:12]([OH:14])=[O:13])[C:3]1=[O:19]. The catalyst class is: 106.